Dataset: NCI-60 drug combinations with 297,098 pairs across 59 cell lines. Task: Regression. Given two drug SMILES strings and cell line genomic features, predict the synergy score measuring deviation from expected non-interaction effect. Drug 1: CC(C)NC(=O)C1=CC=C(C=C1)CNNC.Cl. Drug 2: CC12CCC3C(C1CCC2OP(=O)(O)O)CCC4=C3C=CC(=C4)OC(=O)N(CCCl)CCCl.[Na+]. Cell line: OVCAR-4. Synergy scores: CSS=0.409, Synergy_ZIP=-0.592, Synergy_Bliss=4.66, Synergy_Loewe=3.41, Synergy_HSA=3.65.